This data is from Reaction yield outcomes from USPTO patents with 853,638 reactions. The task is: Predict the reaction yield, written as a fraction of the theoretical maximum amount of product (1.0 means a 100% yield; for example, 0.34 means a 34% yield). (1) The reactants are [F:1][C:2]1[CH:20]=[C:19]([N+:21]([O-:23])=[O:22])[CH:18]=[CH:17][C:3]=1[O:4][C:5]1[CH:10]=[CH:9][N:8]=[C:7]2[CH:11]=[C:12]([C:14](Cl)=[O:15])[S:13][C:6]=12.Cl.[C:25]([N:32](C)[CH2:33][CH2:34][NH2:35])([O:27][C:28]([CH3:31])([CH3:30])[CH3:29])=[O:26].CCN(CC)CC. The catalyst is C(Cl)Cl.CCOC(C)=O. The product is [F:1][C:2]1[CH:20]=[C:19]([N+:21]([O-:23])=[O:22])[CH:18]=[CH:17][C:3]=1[O:4][C:5]1[CH:10]=[CH:9][N:8]=[C:7]2[CH:11]=[C:12]([C:14]([NH:35][CH2:34][CH2:33][NH:32][C:25](=[O:26])[O:27][C:28]([CH3:30])([CH3:29])[CH3:31])=[O:15])[S:13][C:6]=12. The yield is 0.960. (2) The reactants are [NH2:1][C:2]1[N:7]=[CH:6][N:5]=[C:4]2[N:8]([CH2:12][C:13]3[N:14]([CH:25]([CH3:27])[CH3:26])[C:15](=[O:24])[C:16]4[C:21]([CH:22]=3)=[CH:20][CH:19]=[CH:18][C:17]=4[CH3:23])[N:9]=[C:10](I)[C:3]=12.CC1(C)C(C)(C)OB([C:36]2[CH:37]=[C:38]([OH:42])[CH:39]=[CH:40][CH:41]=2)O1.C1C=CC(P(C2C=CC=CC=2)C2C=CC=CC=2)=CC=1.C([O-])([O-])=O.[Na+].[Na+]. The catalyst is CN(C=O)C.C(O)C.O.CC([O-])=O.CC([O-])=O.[Pd+2]. The product is [NH2:1][C:2]1[N:7]=[CH:6][N:5]=[C:4]2[N:8]([CH2:12][C:13]3[N:14]([CH:25]([CH3:27])[CH3:26])[C:15](=[O:24])[C:16]4[C:21]([CH:22]=3)=[CH:20][CH:19]=[CH:18][C:17]=4[CH3:23])[N:9]=[C:10]([C:36]3[CH:41]=[CH:40][CH:39]=[C:38]([OH:42])[CH:37]=3)[C:3]=12. The yield is 0.610. (3) The reactants are [OH-].[Na+].[CH3:3][C:4]1[CH:9]=[CH:8][C:7]([O:10][CH3:11])=[C:6]([N+:12]([O-:14])=[O:13])[CH:5]=1.C1(S[CH2:22][C:23]#[N:24])C=CC=CC=1.Cl. The catalyst is CS(C)=O. The product is [CH3:11][O:10][C:7]1[C:6]([N+:12]([O-:14])=[O:13])=[CH:5][C:4]([CH3:3])=[C:9]([CH2:22][C:23]#[N:24])[CH:8]=1. The yield is 0.810. (4) The reactants are C(=O)([O-])[O-].[Na+].[Na+].Br[CH2:8][C:9]([C:11]1[CH:16]=[CH:15][CH:14]=[C:13]([N+:17]([O-])=O)[CH:12]=1)=[O:10].[CH3:20][C:21]1[CH:30]=[CH:29][C:28]2[C:23](=[CH:24][CH:25]=[CH:26][C:27]=2[N:31]2[CH2:36][CH2:35][NH:34][CH2:33][CH2:32]2)[N:22]=1.[BH4-].[Na+]. The catalyst is O1CCCC1.CO. The product is [NH2:17][C:13]1[CH:12]=[C:11]([CH:9]([OH:10])[CH2:8][N:34]2[CH2:35][CH2:36][N:31]([C:27]3[CH:26]=[CH:25][CH:24]=[C:23]4[C:28]=3[CH:29]=[CH:30][C:21]([CH3:20])=[N:22]4)[CH2:32][CH2:33]2)[CH:16]=[CH:15][CH:14]=1. The yield is 0.550. (5) The reactants are [CH2:1]([C:5]1[C:6]([OH:17])=[N:7][C:8]2[C:13]([N:14]=1)=[CH:12][CH:11]=[CH:10][C:9]=2[O:15][CH3:16])[CH2:2][CH:3]=[CH2:4].BrC1C=CC(S(O[C@@H:29]2[CH2:33][N:32]([C:34]([O:36][C:37]([CH3:40])([CH3:39])[CH3:38])=[O:35])[C@H:31]([C:41]([O:43][CH3:44])=[O:42])[CH2:30]2)(=O)=O)=CC=1.C(=O)([O-])[O-].[Cs+].[Cs+].N#N. The catalyst is CN1C(=O)CCC1.CCOC(C)=O. The product is [CH2:1]([C:5]1[C:6]([O:17][C@H:29]2[CH2:33][N:32]([C:34]([O:36][C:37]([CH3:40])([CH3:39])[CH3:38])=[O:35])[C@H:31]([C:41]([O:43][CH3:44])=[O:42])[CH2:30]2)=[N:7][C:8]2[C:13]([N:14]=1)=[CH:12][CH:11]=[CH:10][C:9]=2[O:15][CH3:16])[CH2:2][CH:3]=[CH2:4]. The yield is 0.770. (6) The reactants are [CH:1]1([N:4]=[C:5]=[S:6])[CH2:3][CH2:2]1.[Cl:7][C:8]1[CH:9]=[C:10]([C:14]2[O:18][N:17]=[C:16]([CH2:19][NH:20][CH3:21])[N:15]=2)[CH:11]=[CH:12][CH:13]=1. The catalyst is CCO. The product is [Cl:7][C:8]1[CH:9]=[C:10]([C:14]2[O:18][N:17]=[C:16]([CH2:19][N:20]([CH3:21])[C:5]([NH:4][CH:1]3[CH2:3][CH2:2]3)=[S:6])[N:15]=2)[CH:11]=[CH:12][CH:13]=1. The yield is 0.780. (7) The reactants are C([N:8]1[CH2:13][CH2:12][O:11][CH:10]([C:14]([C:24]2[CH:29]=[CH:28][CH:27]=[C:26]([F:30])[CH:25]=2)([OH:23])[CH2:15][C:16]2[CH:21]=[CH:20][CH:19]=[CH:18][C:17]=2[Cl:22])[CH2:9]1)C1C=CC=CC=1.CC(Cl)OC(Cl)=O. The catalyst is ClCCCl. The product is [ClH:22].[Cl:22][C:17]1[CH:18]=[CH:19][CH:20]=[CH:21][C:16]=1[CH2:15][C@:14]([C:24]1[CH:29]=[CH:28][CH:27]=[C:26]([F:30])[CH:25]=1)([C@@H:10]1[O:11][CH2:12][CH2:13][NH:8][CH2:9]1)[OH:23]. The yield is 0.180. (8) The reactants are [CH:1]1([C:4]2[NH:8][N:7]=[C:6]([NH2:9])[CH:5]=2)[CH2:3][CH2:2]1.[Cl:10][C:11]1[N:18]=[C:17](Cl)[C:16]([F:20])=[CH:15][C:12]=1[C:13]#[N:14].C(N(CC)CC)C. The yield is 0.730. The catalyst is CC#N. The product is [Cl:10][C:11]1[N:18]=[C:17]([NH:9][C:6]2[CH:5]=[C:4]([CH:1]3[CH2:3][CH2:2]3)[NH:8][N:7]=2)[C:16]([F:20])=[CH:15][C:12]=1[C:13]#[N:14]. (9) The reactants are C(O[CH:4](OCC)/[CH:5]=[CH:6]/[CH3:7])C.[C:11]([C@H:17]([C@@H:19]([C:21]([O:23][CH:24]([CH3:26])[CH3:25])=[O:22])[OH:20])[OH:18])([O:13][CH:14]([CH3:16])[CH3:15])=[O:12]. The catalyst is C1C=CC=CC=1.S(C1C=CC(C)=CC=1)([O-])(=O)=O.[NH+]1C=CC=CC=1. The product is [CH:5](/[CH:4]1[O:20][C@H:19]([C:21]([O:23][CH:24]([CH3:26])[CH3:25])=[O:22])[C@@H:17]([C:11]([O:13][CH:14]([CH3:15])[CH3:16])=[O:12])[O:18]1)=[CH:6]\[CH3:7]. The yield is 0.550.